This data is from Full USPTO retrosynthesis dataset with 1.9M reactions from patents (1976-2016). The task is: Predict the reactants needed to synthesize the given product. (1) The reactants are: C1(NC(C2SC(C3C=NC=CC=3)=NC=2C2C=CC=CC=2)=O)C=CC=CC=1.[C:27]1([C:33]2[S:34][C:35]([C:44]([OH:46])=O)=[C:36]([C:38]3[CH:43]=[CH:42][CH:41]=[CH:40][CH:39]=3)[N:37]=2)[CH:32]=[CH:31][CH:30]=[CH:29][CH:28]=1.[F:47][C:48]1[CH:54]=[CH:53][C:51]([NH2:52])=[CH:50][CH:49]=1. Given the product [F:47][C:48]1[CH:54]=[CH:53][C:51]([NH:52][C:44]([C:35]2[S:34][C:33]([C:27]3[CH:28]=[CH:29][CH:30]=[CH:31][CH:32]=3)=[N:37][C:36]=2[C:38]2[CH:39]=[CH:40][CH:41]=[CH:42][CH:43]=2)=[O:46])=[CH:50][CH:49]=1, predict the reactants needed to synthesize it. (2) The reactants are: [F:1][C:2]([F:31])([F:30])[C:3]1[CH:25]=[C:24]([C:26]([F:29])([F:28])[F:27])[CH:23]=[CH:22][C:4]=1[CH2:5][N:6]1[CH2:10][CH2:9][CH:8](/[CH:11]=[C:12]2/[C:13]([NH:18][CH2:19][C:20]#[CH:21])=[N:14][C:15](=[O:17])[S:16]/2)[CH2:7]1.[C:32]([OH:39])(=[O:38])/[CH:33]=[CH:34]\[C:35]([OH:37])=[O:36]. Given the product [C:32]([OH:39])(=[O:38])/[CH:33]=[CH:34]\[C:35]([OH:37])=[O:36].[F:31][C:2]([F:1])([F:30])[C:3]1[CH:25]=[C:24]([C:26]([F:28])([F:29])[F:27])[CH:23]=[CH:22][C:4]=1[CH2:5][N:6]1[CH2:10][CH2:9][CH:8](/[CH:11]=[C:12]2/[C:13]([NH:18][CH2:19][C:20]#[CH:21])=[N:14][C:15](=[O:17])[S:16]/2)[CH2:7]1, predict the reactants needed to synthesize it. (3) Given the product [F:13][C:4]1[CH:3]=[C:2]([N:1]2[CH:14]=[N:26][N:25]=[N:24]2)[C:7]([F:8])=[CH:6][C:5]=1[CH2:9][C:10]([OH:12])=[O:11], predict the reactants needed to synthesize it. The reactants are: [NH2:1][C:2]1[C:7]([F:8])=[CH:6][C:5]([CH2:9][C:10]([OH:12])=[O:11])=[C:4]([F:13])[CH:3]=1.[CH:14](OCC)(OCC)OCC.[N-:24]=[N+:25]=[N-:26].[Na+]. (4) Given the product [O:11]1[CH:15]=[CH:14][CH:13]=[C:12]1[C:16]1[O:8][C:6]2[CH:7]=[C:2]([O:9][CH3:10])[CH:3]=[CH:4][C:5]=2[C:17]=1[C:18](=[O:19])[C:20]1[CH:25]=[C:24]([O:26][CH3:27])[C:23]([O:28][CH3:29])=[C:22]([O:30][CH3:31])[CH:21]=1, predict the reactants needed to synthesize it. The reactants are: I[C:2]1([O:9][CH3:10])[CH:7]=[C:6]([OH:8])[CH:5]=[CH:4][CH2:3]1.[O:11]1[CH:15]=[CH:14][CH:13]=[C:12]1[C:16]#[C:17][C:18]([C:20]1[CH:25]=[C:24]([O:26][CH3:27])[C:23]([O:28][CH3:29])=[C:22]([O:30][CH3:31])[CH:21]=1)=[O:19].[Li+].[Cl-].C([O-])([O-])=O.[Na+].[Na+]. (5) Given the product [C:1]([NH:4][C:5]1[N:10]=[CH:9][C:8]([C:11]#[C:12][C:13]2[CH:14]=[C:15]([CH:19]=[CH:20][C:21]=2[CH3:22])[C:16]([NH:35][C:34]2[CH:36]=[CH:37][C:31]([CH2:30][N:27]3[CH2:26][CH2:25][N:24]([CH3:23])[CH2:29][CH2:28]3)=[C:32]([Si:38]([CH3:39])([CH3:41])[CH3:40])[CH:33]=2)=[O:18])=[CH:7][CH:6]=1)(=[O:3])[CH3:2], predict the reactants needed to synthesize it. The reactants are: [C:1]([NH:4][C:5]1[N:10]=[CH:9][C:8]([C:11]#[C:12][C:13]2[CH:14]=[C:15]([CH:19]=[CH:20][C:21]=2[CH3:22])[C:16]([OH:18])=O)=[CH:7][CH:6]=1)(=[O:3])[CH3:2].[CH3:23][N:24]1[CH2:29][CH2:28][N:27]([CH2:30][C:31]2[CH:37]=[CH:36][C:34]([NH2:35])=[CH:33][C:32]=2[Si:38]([CH3:41])([CH3:40])[CH3:39])[CH2:26][CH2:25]1.CCN=C=NCCCN(C)C.Cl.